The task is: Predict the reaction yield, written as a fraction of the theoretical maximum amount of product (1.0 means a 100% yield; for example, 0.34 means a 34% yield).. This data is from Reaction yield outcomes from USPTO patents with 853,638 reactions. The reactants are [CH3:1][C:2]1[C:7]([N+:8]([O-:10])=[O:9])=[CH:6][CH:5]=[CH:4][C:3]=1[C:11]1[CH:12]=[CH:13][C:14](=[O:17])[NH:15][CH:16]=1.[C:18](=O)([O-])[O-].[K+].[K+].IC. The catalyst is CN(C=O)C. The product is [CH3:18][N:15]1[CH:16]=[C:11]([C:3]2[CH:4]=[CH:5][CH:6]=[C:7]([N+:8]([O-:10])=[O:9])[C:2]=2[CH3:1])[CH:12]=[CH:13][C:14]1=[O:17]. The yield is 0.940.